From a dataset of Full USPTO retrosynthesis dataset with 1.9M reactions from patents (1976-2016). Predict the reactants needed to synthesize the given product. The reactants are: [Br:1][C:2]1[C:7]([NH:8][C:9](=O)[CH2:10][O:11][CH3:12])=[CH:6][C:5]([F:14])=[CH:4][N:3]=1.B.C1COCC1. Given the product [Br:1][C:2]1[C:7]([NH:8][CH2:9][CH2:10][O:11][CH3:12])=[CH:6][C:5]([F:14])=[CH:4][N:3]=1, predict the reactants needed to synthesize it.